Dataset: Reaction yield outcomes from USPTO patents with 853,638 reactions. Task: Predict the reaction yield, written as a fraction of the theoretical maximum amount of product (1.0 means a 100% yield; for example, 0.34 means a 34% yield). (1) The reactants are [NH2:1][CH2:2][C:3]1[CH:12]=[CH:11][CH:10]=[C:9]2[C:4]=1[CH:5]=[CH:6][C:7]([NH:13][CH2:14][C:15]1[O:16][C:17]([CH3:20])=[CH:18][CH:19]=1)=[N:8]2.C(N(CC)CC)C.[F:28][C:29]1[CH:37]=[CH:36][C:32]([C:33](Cl)=[O:34])=[CH:31][CH:30]=1. The catalyst is C1COCC1. The product is [F:28][C:29]1[CH:37]=[CH:36][C:32]([C:33]([NH:1][CH2:2][C:3]2[CH:12]=[CH:11][CH:10]=[C:9]3[C:4]=2[CH:5]=[CH:6][C:7]([NH:13][CH2:14][C:15]2[O:16][C:17]([CH3:20])=[CH:18][CH:19]=2)=[N:8]3)=[O:34])=[CH:31][CH:30]=1. The yield is 0.480. (2) The reactants are C[O:2][C:3]1[CH:4]=[C:5]2[C:10](=[CH:11][CH:12]=1)[N:9]=[C:8]([C:13]1[CH:22]=[CH:21][C:16]([C:17]([O:19]C)=[O:18])=[CH:15][CH:14]=1)[C:7]([CH3:23])=[CH:6]2.B(Br)(Br)Br.O. The catalyst is C(Cl)Cl. The product is [OH:2][C:3]1[CH:4]=[C:5]2[C:10](=[CH:11][CH:12]=1)[N:9]=[C:8]([C:13]1[CH:14]=[CH:15][C:16]([C:17]([OH:19])=[O:18])=[CH:21][CH:22]=1)[C:7]([CH3:23])=[CH:6]2. The yield is 0.280. (3) The reactants are [C:1](OC(=O)C)(=[O:3])C.Br.Br.[CH3:10][C:11]1([CH3:39])[C:20]2[C:15](=[C:16]3[CH2:23][C:22]([CH3:25])([CH3:24])[O:21][C:17]3=[CH:18][CH:19]=2)[C:14]([C:26]2[CH:27]=[C:28]([C:32]3[CH:37]=[CH:36][C:35]([NH2:38])=[CH:34][CH:33]=3)[CH:29]=[CH:30][CH:31]=2)=[N:13][CH2:12]1.C([O-])=O.[Na+].C(=O)([O-])O.[Na+]. The catalyst is C(O)=O.O.C(OCC)(=O)C. The product is [CH3:10][C:11]1([CH3:39])[C:20]2[C:15](=[C:16]3[CH2:23][C:22]([CH3:24])([CH3:25])[O:21][C:17]3=[CH:18][CH:19]=2)[C:14]([C:26]2[CH:27]=[C:28]([C:32]3[CH:33]=[CH:34][C:35]([NH:38][CH:1]=[O:3])=[CH:36][CH:37]=3)[CH:29]=[CH:30][CH:31]=2)=[N:13][CH2:12]1. The yield is 0.690. (4) The reactants are [Br:1][C:2]1[N:3]=[C:4](Br)[C:5]2[C:10]([CH:11]=1)=[CH:9][CH:8]=[CH:7][CH:6]=2.[N:13]1([C:20]([O:22][C:23]([CH3:26])([CH3:25])[CH3:24])=[O:21])[CH2:19][CH2:18][CH2:17][NH:16][CH2:15][CH2:14]1.C(=O)([O-])[O-].[K+].[K+]. The catalyst is CN(C=O)C. The product is [Br:1][C:2]1[N:3]=[C:4]([N:16]2[CH2:17][CH2:18][CH2:19][N:13]([C:20]([O:22][C:23]([CH3:26])([CH3:25])[CH3:24])=[O:21])[CH2:14][CH2:15]2)[C:5]2[C:10]([CH:11]=1)=[CH:9][CH:8]=[CH:7][CH:6]=2. The yield is 0.760. (5) The reactants are [NH2:1][C:2]1[CH:3]=[C:4]([CH:21]=[CH:22][CH:23]=1)[CH2:5][N:6]1[CH:15]=[CH:14][C:13]2[C:8](=[CH:9][C:10]([C:16]([O:18][CH3:19])=[O:17])=[CH:11][CH:12]=2)[C:7]1=[O:20].Cl.C(N(CC)CC)C.[CH3:32][CH:33]([CH3:37])[C:34](Cl)=[O:35]. The catalyst is C(Cl)Cl. The product is [C:34]([NH:1][C:2]1[CH:3]=[C:4]([CH:21]=[CH:22][CH:23]=1)[CH2:5][N:6]1[CH:15]=[CH:14][C:13]2[C:8](=[CH:9][C:10]([C:16]([O:18][CH3:19])=[O:17])=[CH:11][CH:12]=2)[C:7]1=[O:20])(=[O:35])[CH:33]([CH3:37])[CH3:32]. The yield is 0.880. (6) The reactants are [F:1][C:2]([F:31])([C:20]1[CH:25]=[CH:24][C:23]([O:26][C:27]([F:30])([F:29])[F:28])=[CH:22][N:21]=1)[CH2:3][N:4]1[CH2:9][CH2:8][CH:7]([NH:10][C:11]2[C:12]3[CH:19]=[CH:18][NH:17][C:13]=3[N:14]=[CH:15][N:16]=2)[CH2:6][CH2:5]1.[ClH:32]. The catalyst is CO. The product is [ClH:32].[F:31][C:2]([F:1])([C:20]1[CH:25]=[CH:24][C:23]([O:26][C:27]([F:28])([F:30])[F:29])=[CH:22][N:21]=1)[CH2:3][N:4]1[CH2:9][CH2:8][CH:7]([NH:10][C:11]2[C:12]3[CH:19]=[CH:18][NH:17][C:13]=3[N:14]=[CH:15][N:16]=2)[CH2:6][CH2:5]1. The yield is 0.940. (7) The reactants are [F:1][C:2]1[CH:3]=[C:4]([C:8]#[C:9][CH2:10]O)[CH:5]=[CH:6][CH:7]=1.N1C=CC=CC=1.[Br:18]P(Br)Br. The catalyst is C(OCC)C. The product is [Br:18][CH2:10][C:9]#[C:8][C:4]1[CH:5]=[CH:6][CH:7]=[C:2]([F:1])[CH:3]=1. The yield is 0.760.